This data is from Forward reaction prediction with 1.9M reactions from USPTO patents (1976-2016). The task is: Predict the product of the given reaction. (1) Given the reactants [C:1]([C:3]1[C:8]2[C:9]([O:31][CH3:32])=[N:10][N:11]([C:12]([C:25]3[CH:30]=[CH:29][CH:28]=[CH:27][CH:26]=3)([C:19]3[CH:24]=[CH:23][CH:22]=[CH:21][CH:20]=3)[C:13]3[CH:18]=[CH:17][CH:16]=[CH:15][CH:14]=3)[C:7]=2[CH:6]=[C:5]([NH:33][C:34]([NH:36][C@@H:37]([C:39]2[CH:44]=[CH:43][CH:42]=[CH:41][CH:40]=2)[CH3:38])=[O:35])[N:4]=1)#[N:2].[OH-:45].[Na+].OO.Cl, predict the reaction product. The product is: [CH3:32][O:31][C:9]1[C:8]2[C:3]([C:1]([NH2:2])=[O:45])=[N:4][C:5]([NH:33][C:34]([NH:36][C@@H:37]([C:39]3[CH:44]=[CH:43][CH:42]=[CH:41][CH:40]=3)[CH3:38])=[O:35])=[CH:6][C:7]=2[N:11]([C:12]([C:19]2[CH:24]=[CH:23][CH:22]=[CH:21][CH:20]=2)([C:25]2[CH:26]=[CH:27][CH:28]=[CH:29][CH:30]=2)[C:13]2[CH:14]=[CH:15][CH:16]=[CH:17][CH:18]=2)[N:10]=1. (2) Given the reactants [CH3:1][CH:2]1[CH2:7][CH:6]([NH2:8])[CH2:5][CH:4]([NH2:9])[CH2:3]1.[Cl:10][C:11]1[N:16]=[C:15](Cl)[C:14]([F:18])=[CH:13][N:12]=1, predict the reaction product. The product is: [Cl:10][C:11]1[N:16]=[C:15]([NH:8][CH:6]2[CH2:7][CH:2]([CH3:1])[CH2:3][CH:4]([NH2:9])[CH2:5]2)[C:14]([F:18])=[CH:13][N:12]=1. (3) The product is: [Cl:1][C:2]1[CH:3]=[C:4]([CH:8]=[CH:9][CH:10]=1)[C:5]([NH:11][C:12]1[CH:13]=[C:14]([CH:19]=[CH:20][CH:21]=1)[C:15]([O:17][CH3:18])=[O:16])=[O:6]. Given the reactants [Cl:1][C:2]1[CH:3]=[C:4]([CH:8]=[CH:9][CH:10]=1)[C:5](Cl)=[O:6].[NH2:11][C:12]1[CH:13]=[C:14]([CH:19]=[CH:20][CH:21]=1)[C:15]([O:17][CH3:18])=[O:16].C(N(CC)CC)C, predict the reaction product. (4) Given the reactants [O:1]([CH2:8][C@@H:9]1[CH2:13][CH2:12][CH2:11][N:10]1[S:14]([C:17]1[CH:18]=[C:19]2[C:23](=[CH:24][CH:25]=1)[NH:22][C:21](=[O:26])[C:20]2=[O:27])(=[O:16])=[O:15])[C:2]1[CH:7]=[CH:6][CH:5]=[CH:4][CH:3]=1.[H-].[Na+].IC.[CH3:32]COCC, predict the reaction product. The product is: [CH3:32][N:22]1[C:23]2[C:19](=[CH:18][C:17]([S:14]([N:10]3[CH2:11][CH2:12][CH2:13][C@H:9]3[CH2:8][O:1][C:2]3[CH:7]=[CH:6][CH:5]=[CH:4][CH:3]=3)(=[O:16])=[O:15])=[CH:25][CH:24]=2)[C:20](=[O:27])[C:21]1=[O:26]. (5) Given the reactants CC1(C)O[C:6](=[O:8])[CH:5]([C:9](=[O:24])[CH2:10][CH2:11][CH2:12][C:13]2([C:18]3[CH:23]=[CH:22][CH:21]=[CH:20][CH:19]=3)[O:17][CH2:16][CH2:15][O:14]2)C(=O)O1.[NH2:27][C:28]1[CH:33]=[CH:32][CH:31]=[CH:30][CH:29]=1, predict the reaction product. The product is: [O:24]=[C:9]([CH2:10][CH2:11][CH2:12][C:13]1([C:18]2[CH:19]=[CH:20][CH:21]=[CH:22][CH:23]=2)[O:14][CH2:15][CH2:16][O:17]1)[CH2:5][C:6]([NH:27][C:28]1[CH:33]=[CH:32][CH:31]=[CH:30][CH:29]=1)=[O:8]. (6) Given the reactants [OH-].[Na+].C[O:4][C:5](=[O:52])[C:6]1[CH:11]=[C:10]([CH2:12][N:13]2[CH2:19][CH2:18][CH2:17][C@H:16]([N:20]([CH2:27][C:28]3[CH:33]=[C:32]([C:34]([F:37])([F:36])[F:35])[CH:31]=[C:30]([C:38]([F:41])([F:40])[F:39])[CH:29]=3)[C:21]3[N:22]=[N:23][N:24]([CH3:26])[N:25]=3)[C:15]3[CH:42]=[C:43]([CH3:50])[C:44]([C:46]([F:49])([F:48])[F:47])=[CH:45][C:14]2=3)[CH:9]=[CH:8][C:7]=1[OH:51].Cl, predict the reaction product. The product is: [F:36][C:34]([F:35])([F:37])[C:32]1[CH:33]=[C:28]([CH:29]=[C:30]([C:38]([F:41])([F:40])[F:39])[CH:31]=1)[CH2:27][N:20]([C:21]1[N:22]=[N:23][N:24]([CH3:26])[N:25]=1)[C@H:16]1[CH2:17][CH2:18][CH2:19][N:13]([CH2:12][C:10]2[CH:9]=[CH:8][C:7]([OH:51])=[C:6]([CH:11]=2)[C:5]([OH:52])=[O:4])[C:14]2[CH:45]=[C:44]([C:46]([F:47])([F:48])[F:49])[C:43]([CH3:50])=[CH:42][C:15]1=2. (7) Given the reactants C(OC(=O)[NH:7][CH:8]([C:18]1[CH:23]=[CH:22][CH:21]=[C:20]([Cl:24])[CH:19]=1)[C:9](=O)[NH:10][C:11]1[CH:12]=[N:13][CH:14]=[CH:15][CH:16]=1)(C)(C)C.B.C1COCC1, predict the reaction product. The product is: [Cl:24][C:20]1[CH:19]=[C:18]([CH:8]([NH2:7])[CH2:9][NH:10][C:11]2[CH:12]=[N:13][CH:14]=[CH:15][CH:16]=2)[CH:23]=[CH:22][CH:21]=1.